This data is from Experimentally validated miRNA-target interactions with 360,000+ pairs, plus equal number of negative samples. The task is: Binary Classification. Given a miRNA mature sequence and a target amino acid sequence, predict their likelihood of interaction. (1) The miRNA is hsa-miR-192-3p with sequence CUGCCAAUUCCAUAGGUCACAG. The protein sequence of the target gene is MGRPLLLPLLLLLQPPAFLQPGGSTGSGPSYLYGVTQPKHLSASMGGSVEIPFSFYYPWELAIVPNVRISWRRGHFHGQSFYSTRPPSIHKDYVNRLFLNWTEGQESGFLRISNLRKEDQSVYFCRVELDTRRSGRQQLQSIKGTKLTITQAVTTTTTWRPSSTTTIAGLRVTESKGHSESWHLSLDTAIRVALAVAVLKTVILGLLCLLLLWWRRRKGSRAPSSDF. Result: 1 (interaction). (2) The miRNA is mmu-miR-3099-3p with sequence UAGGCUAGAGAGAGGUUGGGGA. The protein sequence of the target gene is MVRETRHLWVGNLPENVREEKIIEHFKRYGRVESVKILPKRGSEGGVAAFVDFVDIKSAQKAHNSVNKMGDRDLRTDYNEPGTIPSAARGLDETVSIASRSREVSGFRGSAGGPAYGPPPSLHAREGRYERRLDGASDNRERAYEHSAYGHHERGTGAFDRTRHYDQDYYRDPRERTLQHGLYYTSRSRSPNRFDAHDPRYEPRAREQFTLPSVVHRDIYRDDITREVRGRRPERSYQHSRSRSPHSSQSRNQSPQRLASQASRPTRSPSGSGSRSRSSSSDSISSSSSSSNTDSSDSSS.... Result: 0 (no interaction). (3) The miRNA is hsa-miR-10a-5p with sequence UACCCUGUAGAUCCGAAUUUGUG. The protein sequence of the target gene is MKVLGRSFFWVLFPVLPWAVQAVEHEEVAQRVIKLHRGRGVAAMQSRQWVRDSCRKLSGLLRQKNAVLNKLKTAIGAVEKDVGLSDEEKLFQVHTFEIFQKELNESENSVFQAVYGLQRALQGDYKDVVNMKESSRQRLEALREAAIKEETEYMELLAAEKHQVEALKNMQHQNQSLSMLDEILEDVRKAADRLEEEIEEHAFDDNKSVKGVNFEAVLRVEEEEANSKQNITKREVEDDLGLSMLIDSQNNQYILTKPRDSTIPRADHHFIKDIVTIGMLSLPCGWLCTAIGLPTMFGYI.... Result: 0 (no interaction). (4) Result: 0 (no interaction). The protein sequence of the target gene is MPRKIEEIKDFLLTARRKDAKSVKIKKNKDNVKFKVRCSRYLYTLVITDKEKAEKLKQSLPPGLAVKELK. The miRNA is hsa-miR-425-3p with sequence AUCGGGAAUGUCGUGUCCGCCC. (5) Result: 1 (interaction). The protein sequence of the target gene is MSEESDSLRTSPSVASLSENELPPPPEPPGYVCSLTEDLVTKAREELQEKPEWRLRDVQALRDMVRKEYPNLSTSLDDAFLLRFLRARKFDYDRALQLLVNYHSCRRSWPEVFNNLKPSALKDVLASGFLTVLPHTDPRGCHVVCIRPDRWIPSNYPITENIRAIYLTLEKLIQSEETQVNGIVILADYKGVSLSKASHFGPFIAKKVIGILQDGFPIRIKAVHVVNEPRIFKGIFAIIKPFLKEKIANRFFLHGSDLNSLHTNLPRSILPKEYGGTAGELDTATWNAVLLASEDDFVKE.... The miRNA is hsa-miR-6843-3p with sequence AUGGUCUCCUGUUCUCUGCAG. (6) The miRNA is hsa-miR-8068 with sequence UGUUUGUUGUAAGGAUCGUUGU. The protein sequence of the target gene is MAVSWRSWLANEGVKHLCLLIWLSLNVLLFWKTFLLYNQGPEYYYIHQMLGLGLCLSRASASVLNLNCSLILLPMCRTVLAYLRGSQKVPSRRTRRLLDKSKTLHITCGVTICIFSGVHVAAHLVNALNFSVNYSEDFLELNAARYQNEDPRKLLFTTIPGLTGVCMVVVLFLMVTASTYAIRVSNYDIFWYTHNLFFVFYMLLLLHVSGGLLKYQTNVDTHPPGCISLNQTSSQNMSIPDYVSEHFHGSLPRGFSKLEDRYQKTLVKICLEEPKFQAHFPQTWIWISGPLCLYCAERLY.... Result: 0 (no interaction). (7) The miRNA is hsa-miR-6882-3p with sequence UGCUGCCUCUCCUCUUGCCUGCAG. The protein sequence of the target gene is MSLSNKLTLDKLDVKGKRVVMRVDFNVPMKNNQITNNQRIKAAVPSIKFCLDNGAKSVVLMSHLGRPDGVPMPDKYSLEPVAVELKSLLGKDVLFLKDCVGPEVEKACANPAAGSVILLENLRFHVEEEGKGKDASGNKVKAEPAKIEAFRASLSKLGDVYVNDAFGTAHRAHSSMVGVNLPQKAGGFLMKKELNYFAKALESPERPFLAILGGAKVADKIQLINNMLDKVNEMIIGGGMAFTFLKVLNNMEIGTSLFDEEGAKIVKDLMSKAEKNGVKITLPVDFVTADKFDENAKTGQ.... Result: 1 (interaction). (8) The miRNA is mmu-let-7i-5p with sequence UGAGGUAGUAGUUUGUGCUGUU. The protein sequence of the target gene is MAEVPPGPSSLLPPPAPAAPAAAELRCPFPAGAALACCSEDEEDDEEHEGGCGSPAGGEAATSAKARSCLRCPQLPPEQQQQQLNGLIGPELRHLRAAATLKSKVLSAAEAAAPDGASKVTATKGAEGHPGERPPHSVPNNARTALPGRSEAAAAAAGAASDPAAARNGLVEGTEQQEEEEMDEQVRLLSSSLTTGCSLRSSQGREAEPGEDRTIRYVRYESELQMPDIMRLITKDLSEPYSIYTYRYFIHNWPQLCFLAMVGEECVGAIVCKLDMHKKMFRRGYIAMLAVDSKYRRNGI.... Result: 0 (no interaction).